From a dataset of Forward reaction prediction with 1.9M reactions from USPTO patents (1976-2016). Predict the product of the given reaction. (1) Given the reactants [CH2:1]([O:3][C:4](=[O:44])[CH:5]([N:13]([S:15]([C:18]1[CH:23]=[CH:22][C:21]([N:24]2[CH:28]([C:29]3[CH:34]=[CH:33][C:32]([CH2:35][CH3:36])=[CH:31][CH:30]=3)[CH2:27][C:26]([C:37]3[CH:42]=[CH:41][C:40]([Cl:43])=[CH:39][CH:38]=3)=[N:25]2)=[CH:20][CH:19]=1)(=[O:17])=[O:16])[CH3:14])[CH2:6][C:7]1[CH:12]=[CH:11][CH:10]=[CH:9][CH:8]=1)[CH3:2].ClC1C(=O)C(C#N)=C(C#N)C(=O)C=1Cl, predict the reaction product. The product is: [CH2:1]([O:3][C:4](=[O:44])[CH:5]([N:13]([S:15]([C:18]1[CH:23]=[CH:22][C:21]([N:24]2[C:28]([C:29]3[CH:30]=[CH:31][C:32]([CH2:35][CH3:36])=[CH:33][CH:34]=3)=[CH:27][C:26]([C:37]3[CH:38]=[CH:39][C:40]([Cl:43])=[CH:41][CH:42]=3)=[N:25]2)=[CH:20][CH:19]=1)(=[O:17])=[O:16])[CH3:14])[CH2:6][C:7]1[CH:12]=[CH:11][CH:10]=[CH:9][CH:8]=1)[CH3:2]. (2) Given the reactants [NH:1]1[C:9]2[C:4](=[CH:5][N:6]=[CH:7][CH:8]=2)[CH:3]=[CH:2]1.[F:10][C:11]1[CH:16]=[CH:15][C:14](I)=[CH:13][CH:12]=1, predict the reaction product. The product is: [F:10][C:11]1[CH:16]=[CH:15][C:14]([N:1]2[C:9]3[CH:8]=[CH:7][N:6]=[CH:5][C:4]=3[CH:3]=[CH:2]2)=[CH:13][CH:12]=1. (3) Given the reactants [N:1]1([C:7]([N:9]2[CH2:14][CH:13]([C:15]3[CH:20]=[CH:19][C:18]([O:21][C:22]([F:25])([F:24])[F:23])=[CH:17][CH:16]=3)[CH2:12][CH:11]([C:26](O)=[O:27])[CH2:10]2)=[O:8])[CH2:6][CH2:5][O:4][CH2:3][CH2:2]1.[Cl:29][C:30]1[CH:31]=[C:32]([C:37](=[NH:40])[NH:38]O)[CH:33]=[CH:34][C:35]=1[F:36], predict the reaction product. The product is: [Cl:29][C:30]1[CH:31]=[C:32]([C:37]2[N:40]=[C:26]([CH:11]3[CH2:12][CH:13]([C:15]4[CH:20]=[CH:19][C:18]([O:21][C:22]([F:23])([F:24])[F:25])=[CH:17][CH:16]=4)[CH2:14][N:9]([C:7]([N:1]4[CH2:6][CH2:5][O:4][CH2:3][CH2:2]4)=[O:8])[CH2:10]3)[O:27][N:38]=2)[CH:33]=[CH:34][C:35]=1[F:36]. (4) Given the reactants C([C:4]1[N:8]([CH2:9][C:10]2[CH:15]=[CH:14][CH:13]=[CH:12][CH:11]=2)[CH:7]=[N:6][CH:5]=1)(=O)C.C[Si]([N-][Si](C)(C)C)(C)C.[Li+:25].[C:26]([O:33][CH2:34][CH3:35])(=[O:32])[C:27]([O:29]CC)=O.[CH2:36]([O:38]CC)[CH3:37], predict the reaction product. The product is: [CH2:9]([N:8]1[CH:4]=[C:5]([C:36](=[O:38])/[CH:37]=[C:27](\[O-:29])/[C:26]([O:33][CH2:34][CH3:35])=[O:32])[N:6]=[CH:7]1)[C:10]1[CH:11]=[CH:12][CH:13]=[CH:14][CH:15]=1.[Li+:25].